Task: Predict the reaction yield, written as a fraction of the theoretical maximum amount of product (1.0 means a 100% yield; for example, 0.34 means a 34% yield).. Dataset: Reaction yield outcomes from USPTO patents with 853,638 reactions (1) The reactants are [F:1][C:2]1[CH:3]=[C:4]([CH:16]=[CH:17][CH:18]=1)[CH2:5][O:6][C:7]1[CH:12]=[CH:11][C:10]([N+:13]([O-])=O)=[CH:9][N:8]=1. The catalyst is CC(O)=O.CCOC(C)=O.[Fe]. The product is [F:1][C:2]1[CH:3]=[C:4]([CH:16]=[CH:17][CH:18]=1)[CH2:5][O:6][C:7]1[N:8]=[CH:9][C:10]([NH2:13])=[CH:11][CH:12]=1. The yield is 0.780. (2) The product is [CH2:38]([O:40][C:41]([C@@H:43]1[CH2:47][CH2:46][C@H:45]([NH:48][C:49]2[CH:54]=[CH:53][C:52]([C:55]3[N:58]=[C:7]([C:2]4[CH:3]=[CH:4][CH:5]=[CH:6][C:1]=4[C:10]4[CH:15]=[CH:14][CH:13]=[CH:12][CH:11]=4)[O:9][N:56]=3)=[CH:51][C:50]=2[CH3:59])[CH2:44]1)=[O:42])[CH3:39]. The reactants are [C:1]1([C:10]2[CH:15]=[CH:14][CH:13]=[CH:12][CH:11]=2)[C:2]([C:7]([OH:9])=O)=[CH:3][CH:4]=[CH:5][CH:6]=1.C1C=CC2N(O)N=NC=2C=1.CCN=C=NCCCN(C)C.Cl.[CH2:38]([O:40][C:41]([C@@H:43]1[CH2:47][CH2:46][C@H:45]([NH:48][C:49]2[CH:54]=[CH:53][C:52]([C:55](=[NH:58])[NH:56]O)=[CH:51][C:50]=2[CH3:59])[CH2:44]1)=[O:42])[CH3:39]. The yield is 0.144. The catalyst is C(Cl)Cl.O1CCOCC1. (3) The reactants are [O-:1][Mn](=O)(=O)=O.[K+].[F:7][C:8]1[C:9]([CH:18]=[O:19])=[CH:10][C:11]2[O:16][CH2:15][CH2:14][O:13][C:12]=2[CH:17]=1. The catalyst is O. The product is [F:7][C:8]1[C:9]([C:18]([OH:1])=[O:19])=[CH:10][C:11]2[O:16][CH2:15][CH2:14][O:13][C:12]=2[CH:17]=1. The yield is 0.570. (4) The reactants are [Cl-].[Li+].C([Li])CCC.P(=O)([O-])OC(CC)(CC)Cl.[C:18]([O:21][CH:22]1[CH:31]2[O:32][C:33]([CH3:36])([CH3:35])[O:34][C:30]32[CH:25]([CH:26]([C:38](=O)[CH3:39])[CH2:27][CH2:28][CH:29]3[CH3:37])[CH:24]=[C:23]1[CH3:41])(=[O:20])[CH3:19].[C:42]([Cl:46])(Cl)(Cl)[Cl:43]. The catalyst is O1CCCC1. The product is [C:18]([O:21][C@H:22]1[C@@H:31]2[O:32][C:33]([CH3:36])([CH3:35])[O:34][C@@:30]32[C@@H:25]([C@H:26]([C:38]([CH3:39])=[C:42]([Cl:46])[Cl:43])[CH2:27][CH2:28][C@H:29]3[CH3:37])[CH:24]=[C:23]1[CH3:41])(=[O:20])[CH3:19]. The yield is 0.450. (5) The reactants are [OH:1][C:2]1[CH:7]=[C:6]([O:8][CH3:9])[CH:5]=[CH:4][C:3]=1[C:10]([C:12]1[CH:17]=[CH:16][C:15]([O:18][CH2:19][C:20]2[N:21]=[C:22]([C:26]3[CH:31]=[CH:30][CH:29]=[CH:28][CH:27]=3)[O:23][C:24]=2[CH3:25])=[CH:14][CH:13]=1)=[O:11].O[C@@H:33]([CH3:40])[C:34]([O:36][CH2:37][CH:38]=[CH2:39])=[O:35].C1(P(C2C=CC=CC=2)C2C=CC=CC=2)C=CC=CC=1.N(C(OCC)=O)=NC(OCC)=O. The catalyst is ClCCl. The product is [CH3:9][O:8][C:6]1[CH:5]=[CH:4][C:3]([C:10](=[O:11])[C:12]2[CH:13]=[CH:14][C:15]([O:18][CH2:19][C:20]3[N:21]=[C:22]([C:26]4[CH:27]=[CH:28][CH:29]=[CH:30][CH:31]=4)[O:23][C:24]=3[CH3:25])=[CH:16][CH:17]=2)=[C:2]([CH:7]=1)[O:1][C@H:33]([CH3:40])[C:34]([O:36][CH2:37][CH:38]=[CH2:39])=[O:35]. The yield is 0.920. (6) The reactants are [Br:1][C:2]1[CH:3]=[C:4]2[C:8](=[CH:9][CH:10]=1)[CH:7]([NH2:11])[CH2:6][CH2:5]2.N1C=CC=CC=1.[C:18](O[C:18](=[O:21])[CH2:19][CH3:20])(=[O:21])[CH2:19][CH3:20]. The catalyst is ClCCl. The product is [Br:1][C:2]1[CH:3]=[C:4]2[C:8](=[CH:9][CH:10]=1)[CH:7]([NH:11][C:18](=[O:21])[CH2:19][CH3:20])[CH2:6][CH2:5]2. The yield is 0.700. (7) The reactants are C([N:3](CC)CC)C.ClC(OCC(C)C)=O.[S:16]1[CH:20]=[CH:19][C:18]2[C:21]([N:25]3[CH2:30][CH2:29][N:28]([CH2:31][CH2:32][CH2:33][O:34][C:35]4[C:44]5[C:39](=[CH:40][CH:41]=[CH:42][CH:43]=5)[N:38]=[C:37]([C:45](O)=[O:46])[CH:36]=4)[CH2:27][CH2:26]3)=[CH:22][CH:23]=[CH:24][C:17]1=2.N. The catalyst is C(#N)C.C(OCC)(=O)C. The product is [S:16]1[CH:20]=[CH:19][C:18]2[C:21]([N:25]3[CH2:30][CH2:29][N:28]([CH2:31][CH2:32][CH2:33][O:34][C:35]4[C:44]5[C:39](=[CH:40][CH:41]=[CH:42][CH:43]=5)[N:38]=[C:37]([C:45]([NH2:3])=[O:46])[CH:36]=4)[CH2:27][CH2:26]3)=[CH:22][CH:23]=[CH:24][C:17]1=2. The yield is 0.160. (8) The reactants are C([O:4][CH:5]1[C:9]2[N:10]=[CH:11][N:12]=[C:13]([N:14]3[C:34]4[C:29](=[CH:30][C:31]([Cl:35])=[CH:32][CH:33]=4)[C:16]4([CH2:21][CH2:20][N:19]([C:22]([O:24][C:25]([CH3:28])([CH3:27])[CH3:26])=[O:23])[CH2:18][CH2:17]4)[CH2:15]3)[C:8]=2[C@H:7]([CH3:36])[CH2:6]1)(=O)C.C1COCC1.O[Li].O. The yield is 0.420. The catalyst is O. The product is [Cl:35][C:31]1[CH:30]=[C:29]2[C:16]3([CH2:17][CH2:18][N:19]([C:22]([O:24][C:25]([CH3:28])([CH3:27])[CH3:26])=[O:23])[CH2:20][CH2:21]3)[CH2:15][N:14]([C:13]3[C:8]4[C@H:7]([CH3:36])[CH2:6][CH:5]([OH:4])[C:9]=4[N:10]=[CH:11][N:12]=3)[C:34]2=[CH:33][CH:32]=1. (9) The reactants are Cl[C:2]1[CH:7]=[CH:6][N:5]=[C:4]2[CH:8]=[C:9]([C:11]3[N:15]([CH3:16])[C:14]([C:17]#[N:18])=[N:13][CH:12]=3)[S:10][C:3]=12.[CH3:19][C:20]1[NH:21][C:22]2[C:27]([CH:28]=1)=[CH:26][C:25]([NH2:29])=[CH:24][CH:23]=2. No catalyst specified. The yield is 0.750. The product is [CH3:16][N:15]1[C:11]([C:9]2[S:10][C:3]3[C:4](=[N:5][CH:6]=[CH:7][C:2]=3[NH:29][C:25]3[CH:26]=[C:27]4[C:22](=[CH:23][CH:24]=3)[NH:21][C:20]([CH3:19])=[CH:28]4)[CH:8]=2)=[CH:12][N:13]=[C:14]1[C:17]#[N:18].